This data is from Forward reaction prediction with 1.9M reactions from USPTO patents (1976-2016). The task is: Predict the product of the given reaction. Given the reactants Cl.[CH3:2][N:3]([CH3:10])[CH2:4][CH2:5][CH2:6][C:7](O)=[O:8].CN(C(ON1N=NC2C=CC=NC1=2)=[N+](C)C)C.F[P-](F)(F)(F)(F)F.C([O:37][C:38](=[O:66])[C@H:39]([NH2:65])[CH2:40][C@H:41]([NH:57][C:58]([C:60]1[N:61]=[N:62][NH:63][CH:64]=1)=[O:59])[CH2:42][C:43]1[CH:48]=[CH:47][C:46]([C:49]2[CH:54]=[C:53]([Cl:55])[CH:52]=[CH:51][C:50]=2[F:56])=[CH:45][CH:44]=1)C.CCN(C(C)C)C(C)C.[Li+].[OH-].O, predict the reaction product. The product is: [Cl:55][C:53]1[CH:52]=[CH:51][C:50]([F:56])=[C:49]([C:46]2[CH:45]=[CH:44][C:43]([CH2:42][C@@H:41]([NH:57][C:58]([C:60]3[N:61]=[N:62][NH:63][CH:64]=3)=[O:59])[CH2:40][C@@H:39]([NH:65][C:7](=[O:8])[CH2:6][CH2:5][CH2:4][N:3]([CH3:10])[CH3:2])[C:38]([OH:37])=[O:66])=[CH:48][CH:47]=2)[CH:54]=1.